This data is from Reaction yield outcomes from USPTO patents with 853,638 reactions. The task is: Predict the reaction yield, written as a fraction of the theoretical maximum amount of product (1.0 means a 100% yield; for example, 0.34 means a 34% yield). (1) The reactants are [Cl:1][C:2]1[CH:3]=[CH:4][C:5]([N+:13]([O-])=O)=[C:6]([C:8]2[NH:12][N:11]=[CH:10][CH:9]=2)[CH:7]=1.[O-]S(S([O-])=O)=O.[Na+].[Na+].CO. The catalyst is O. The product is [Cl:1][C:2]1[CH:3]=[CH:4][C:5]([NH2:13])=[C:6]([C:8]2[NH:12][N:11]=[CH:10][CH:9]=2)[CH:7]=1. The yield is 0.380. (2) The reactants are [CH3:1][O:2][C:3]1[CH:8]=[CH:7][C:6]([C:9]2[CH:14]=[CH:13][N:12]=[C:11]([NH2:15])[C:10]=2[NH2:16])=[CH:5][CH:4]=1.[N:17]1[CH:22]=[CH:21][C:20]([C:23](O)=O)=[CH:19][N:18]=1. No catalyst specified. The product is [CH3:1][O:2][C:3]1[CH:8]=[CH:7][C:6]([C:9]2[CH:14]=[CH:13][N:12]=[C:11]3[NH:15][C:23]([C:20]4[CH:21]=[CH:22][N:17]=[N:18][CH:19]=4)=[N:16][C:10]=23)=[CH:5][CH:4]=1. The yield is 0.0300. (3) The reactants are C1(P(C2C=CC=CC=2)C2C=CC=CC=2)C=CC=CC=1.BrN1C(=O)CCC1=O.[Cl:28][C:29]1[CH:37]=[C:36]2[C:32]([C:33]([C:41]([OH:43])=O)=[CH:34][N:35]2[CH:38]([CH3:40])[CH3:39])=[CH:31][CH:30]=1.[NH2:44][C:45]1[CH:50]=[CH:49][C:48]([CH3:51])=[CH:47][N:46]=1.C(=O)(O)[O-].[Na+]. The catalyst is C(Cl)Cl.O.C(OCC)(=O)C. The product is [CH3:51][C:48]1[CH:49]=[CH:50][C:45]([NH:44][C:41]([C:33]2[C:32]3[C:36](=[CH:37][C:29]([Cl:28])=[CH:30][CH:31]=3)[N:35]([CH:38]([CH3:39])[CH3:40])[CH:34]=2)=[O:43])=[N:46][CH:47]=1. The yield is 0.190. (4) The reactants are [C:1]([O:5][C:6]([N:8]1[CH2:13][CH2:12][CH:11]([C:14]2[CH:19]=[CH:18][C:17]([NH2:20])=[C:16]([C:21]3[CH2:22][CH2:23][S:24][CH2:25][CH:26]=3)[CH:15]=2)[CH2:10][CH2:9]1)=[O:7])([CH3:4])([CH3:3])[CH3:2].[K+].[C:28]([C:30]1[N:31]=[C:32]([C:43]([O-])=[O:44])[N:33]([CH2:35][O:36][CH2:37][CH2:38][Si:39]([CH3:42])([CH3:41])[CH3:40])[CH:34]=1)#[N:29].C1CN([P+](Br)(N2CCCC2)N2CCCC2)CC1.F[P-](F)(F)(F)(F)F.CCN(C(C)C)C(C)C. The catalyst is CN(C=O)C.CCOC(C)=O. The product is [C:1]([O:5][C:6]([N:8]1[CH2:9][CH2:10][CH:11]([C:14]2[CH:19]=[CH:18][C:17]([NH:20][C:43]([C:32]3[N:33]([CH2:35][O:36][CH2:37][CH2:38][Si:39]([CH3:42])([CH3:41])[CH3:40])[CH:34]=[C:30]([C:28]#[N:29])[N:31]=3)=[O:44])=[C:16]([C:21]3[CH2:26][CH2:25][S:24][CH2:23][CH:22]=3)[CH:15]=2)[CH2:12][CH2:13]1)=[O:7])([CH3:4])([CH3:2])[CH3:3]. The yield is 0.850. (5) The product is [F:1][C:2]1[CH:7]=[CH:6][C:5]([F:8])=[CH:4][C:3]=1[C@@H:9]1[N:13]([C:14]2[CH:19]=[CH:18][N:17]3[N:20]=[CH:21][C:22]([C:23]([OH:25])=[O:24])=[C:16]3[N:15]=2)[C:12]([CH3:29])([CH3:28])[CH2:11][CH2:10]1. The reactants are [F:1][C:2]1[CH:7]=[CH:6][C:5]([F:8])=[CH:4][C:3]=1[C@@H:9]1[N:13]([C:14]2[CH:19]=[CH:18][N:17]3[N:20]=[CH:21][C:22]([C:23]([O:25]CC)=[O:24])=[C:16]3[N:15]=2)[C:12]([CH3:29])([CH3:28])[CH2:11][CH2:10]1.[OH-].[Na+].Cl. The yield is 0.970. The catalyst is CO.[Cl-].[Na+].O. (6) The reactants are [O:1]1[CH2:5][CH2:4][CH:3]([C:6]([OH:8])=[O:7])[CH2:2]1.S(=O)(=O)(O)O.[CH3:14]O. No catalyst specified. The product is [O:1]1[CH2:5][CH2:4][CH:3]([C:6]([O:8][CH3:14])=[O:7])[CH2:2]1. The yield is 0.900. (7) The reactants are Br[C:2]1[N:3]=[C:4]([Br:11])[C:5]2[N:6]([CH:8]=[CH:9][N:10]=2)[CH:7]=1.[CH3:12][NH2:13]. No catalyst specified. The product is [Br:11][C:4]1[C:5]2[N:6]([CH:8]=[CH:9][N:10]=2)[CH:7]=[C:2]([NH:13][CH3:12])[N:3]=1. The yield is 0.960.